Dataset: Forward reaction prediction with 1.9M reactions from USPTO patents (1976-2016). Task: Predict the product of the given reaction. (1) The product is: [C:24]([NH2:23])(=[O:33])[C:25]1[CH:30]=[CH:29][CH:28]=[CH:27][CH:26]=1. Given the reactants O[C@@H](C(C)C)C(O)=O.O1B([C@@H](NC(=O)C[NH:23][C:24](=[O:33])[C:25]2[CH:30]=[C:29](Cl)[CH:28]=[CH:27][C:26]=2Cl)CC(C)C)OB([C@@H](NC(=O)C[NH:23][C:24](=[O:33])[C:25]2[CH:30]=[C:29](Cl)[CH:28]=[CH:27][C:26]=2Cl)CC(C)C)OB1[C@@H](NC(=O)C[NH:23][C:24](=[O:33])[C:25]1[CH:30]=[C:29](Cl)[CH:28]=[CH:27][C:26]=1Cl)CC(C)C, predict the reaction product. (2) Given the reactants [F:1][C:2]1[CH:3]=[C:4]2[C:9](=[CH:10][CH:11]=1)[C:8](=O)[NH:7][CH:6]=[CH:5]2.O=P(Cl)(Cl)[Cl:15], predict the reaction product. The product is: [Cl:15][C:8]1[C:9]2[C:4](=[CH:3][C:2]([F:1])=[CH:11][CH:10]=2)[CH:5]=[CH:6][N:7]=1. (3) Given the reactants O1CCCCC1[N:7]1[C:11](B2OC(C)(C)C(C)(C)O2)=[CH:10][CH:9]=[N:8]1.[NH2:21][C@@H:22]1[C@@H:26]([OH:27])[CH2:25][N:24]([C:28]2[CH:47]=[CH:46][C:31]([C:32]([NH:34][C:35]3[CH:40]=[CH:39][C:38]([O:41][C:42]([Cl:45])([F:44])[F:43])=[CH:37][CH:36]=3)=[O:33])=[CH:30][C:29]=2Br)[CH2:23]1.C([O-])([O-])=O.[Na+].[Na+].C(O)(C(F)(F)F)=O, predict the reaction product. The product is: [NH2:21][C@@H:22]1[C@@H:26]([OH:27])[CH2:25][N:24]([C:28]2[CH:29]=[CH:30][C:31]([C:32]([NH:34][C:35]3[CH:36]=[CH:37][C:38]([O:41][C:42]([Cl:45])([F:43])[F:44])=[CH:39][CH:40]=3)=[O:33])=[CH:46][C:47]=2[C:11]2[NH:7][N:8]=[CH:9][CH:10]=2)[CH2:23]1. (4) The product is: [CH3:1][O:2][C:3](=[O:25])[CH2:4][C:5]1[C:14]([CH3:15])=[C:13]([C:46]2[CH:51]=[CH:50][C:49]([S:52](=[O:54])(=[O:53])[NH:55][CH:56]3[CH2:61][CH2:60][CH2:59][CH2:58][CH2:57]3)=[CH:48][CH:47]=2)[C:12]2[C:7](=[CH:8][CH:9]=[C:10]([F:24])[CH:11]=2)[CH:6]=1. Given the reactants [CH3:1][O:2][C:3](=[O:25])[CH2:4][C:5]1[C:14]([CH3:15])=[C:13](OS(C(F)(F)F)(=O)=O)[C:12]2[C:7](=[CH:8][CH:9]=[C:10]([F:24])[CH:11]=2)[CH:6]=1.C1(P(C2C=CC=CC=2)C2C=CC=CC=2)C=CC=CC=1.B(O)(O)[C:46]1[CH:51]=[CH:50][C:49]([S:52]([NH:55][CH:56]2[CH2:61][CH2:60][CH2:59][CH2:58][CH2:57]2)(=[O:54])=[O:53])=[CH:48][CH:47]=1.C(=O)([O-])[O-].[Na+].[Na+], predict the reaction product. (5) Given the reactants [B:1]([OH:4])([OH:3])[OH:2].[OH-].[Na+:6], predict the reaction product. The product is: [B:1]([O-:4])([O-:3])[O-:2].[B:1]([O-:4])([O-:3])[O-:2].[B:1]([O-:4])([O-:3])[O-:2].[B:1]([O-:4])([O-:3])[O-:2].[Na+:6].[Na+:6].[Na+:6].[Na+:6].[Na+:6].[Na+:6].[Na+:6].[Na+:6].[Na+:6].[Na+:6].[Na+:6].[Na+:6]. (6) Given the reactants C[O-].[Na+].[N:4]1([CH2:9][C:10]2[CH:11]=[C:12]([C:22](=[O:24])[CH3:23])[CH:13]=[C:14]([CH2:16][N:17]3[CH:21]=[CH:20][CH:19]=[N:18]3)[CH:15]=2)[CH:8]=[CH:7][CH:6]=[N:5]1.[CH3:25][C:26]1[CH:31]=[CH:30][N:29]=[C:28]([C:32](OC)=[O:33])[CH:27]=1, predict the reaction product. The product is: [N:4]1([CH2:9][C:10]2[CH:11]=[C:12]([C:22](=[O:24])[CH2:23][C:32]([C:28]3[CH:27]=[C:26]([CH3:25])[CH:31]=[CH:30][N:29]=3)=[O:33])[CH:13]=[C:14]([CH2:16][N:17]3[CH:21]=[CH:20][CH:19]=[N:18]3)[CH:15]=2)[CH:8]=[CH:7][CH:6]=[N:5]1.